From a dataset of Full USPTO retrosynthesis dataset with 1.9M reactions from patents (1976-2016). Predict the reactants needed to synthesize the given product. Given the product [Br:12][CH:13]([CH3:14])[C:6]([C:5]1[CH:9]=[CH:10][C:2]([Br:1])=[CH:3][C:4]=1[Cl:11])=[O:8], predict the reactants needed to synthesize it. The reactants are: [Br:1][C:2]1[CH:10]=[CH:9][C:5]([C:6]([OH:8])=O)=[C:4]([Cl:11])[CH:3]=1.[Br:12][CH:13](C)[C:14](C1C=CC(Br)=CC=1C)=O.